From a dataset of Merck oncology drug combination screen with 23,052 pairs across 39 cell lines. Regression. Given two drug SMILES strings and cell line genomic features, predict the synergy score measuring deviation from expected non-interaction effect. (1) Drug 1: CC1CC2C3CCC4=CC(=O)C=CC4(C)C3(F)C(O)CC2(C)C1(O)C(=O)CO. Drug 2: COC1=C2CC(C)CC(OC)C(O)C(C)C=C(C)C(OC(N)=O)C(OC)C=CC=C(C)C(=O)NC(=CC1=O)C2=O. Cell line: NCIH460. Synergy scores: synergy=3.74. (2) Drug 1: CN(Cc1cnc2nc(N)nc(N)c2n1)c1ccc(C(=O)NC(CCC(=O)O)C(=O)O)cc1. Drug 2: C=CCn1c(=O)c2cnc(Nc3ccc(N4CCN(C)CC4)cc3)nc2n1-c1cccc(C(C)(C)O)n1. Cell line: EFM192B. Synergy scores: synergy=-7.48. (3) Drug 1: COc1cc(C2c3cc4c(cc3C(OC3OC5COC(C)OC5C(O)C3O)C3COC(=O)C23)OCO4)cc(OC)c1O. Drug 2: Cc1nc(Nc2ncc(C(=O)Nc3c(C)cccc3Cl)s2)cc(N2CCN(CCO)CC2)n1. Cell line: ES2. Synergy scores: synergy=-17.7.